Dataset: Forward reaction prediction with 1.9M reactions from USPTO patents (1976-2016). Task: Predict the product of the given reaction. (1) Given the reactants [CH3:1][O:2][CH2:3][CH2:4][C:5]1[N:6]([CH2:18][CH2:19][O:20][CH2:21][CH2:22][N:23]([CH3:31])[C:24](=[O:30])[O:25][C:26]([CH3:29])([CH3:28])[CH3:27])[C:7]2[C:16]3[CH:15]=[CH:14][CH:13]=[CH:12][C:11]=3[N:10]=[CH:9][C:8]=2[N:17]=1.C1C=C(Cl)C=C(C(OO)=[O:40])C=1.C([O-])(O)=O.[Na+], predict the reaction product. The product is: [CH3:1][O:2][CH2:3][CH2:4][C:5]1[N:6]([CH2:18][CH2:19][O:20][CH2:21][CH2:22][N:23]([CH3:31])[C:24](=[O:30])[O:25][C:26]([CH3:27])([CH3:28])[CH3:29])[C:7]2[C:16]3[CH:15]=[CH:14][CH:13]=[CH:12][C:11]=3[N+:10]([O-:40])=[CH:9][C:8]=2[N:17]=1. (2) Given the reactants [C@H:1]([OH:10])([C:7]([OH:9])=[O:8])[C@H:2]([OH:6])[C:3]([OH:5])=[O:4].N[C@@H](C(O)=O)C(S)(C)C, predict the reaction product. The product is: [C:7]([OH:9])(=[O:8])[C@@H:1]([C@H:2]([C:3]([OH:5])=[O:4])[OH:6])[OH:10]. (3) Given the reactants FC1C=CC(C2C(C3C=CC4N(C=C(N)N=4)N=3)=C(N3CCNCC3)N(C)N=2)=CC=1.C([NH:33][C:34]1[N:35]=[C:36]2[CH:41]=[CH:40][C:39]([C:42]3[C:43]([C:61]4[CH:66]=[CH:65][C:64]([F:67])=[CH:63][CH:62]=4)=[N:44][N:45]([CH3:60])[C:46]=3[N:47]3[CH2:52][CH2:51][N:50]([C:53]([O:55][C:56]([CH3:59])([CH3:58])[CH3:57])=[O:54])[CH2:49][CH2:48]3)=[N:38][N:37]2[CH:68]=1)(=O)C.CCN(C(C)C)C(C)C.CC(OC(OC(OC(C)(C)C)=O)=O)(C)C, predict the reaction product. The product is: [NH2:33][C:34]1[N:35]=[C:36]2[CH:41]=[CH:40][C:39]([C:42]3[C:43]([C:61]4[CH:62]=[CH:63][C:64]([F:67])=[CH:65][CH:66]=4)=[N:44][N:45]([CH3:60])[C:46]=3[N:47]3[CH2:48][CH2:49][N:50]([C:53]([O:55][C:56]([CH3:58])([CH3:59])[CH3:57])=[O:54])[CH2:51][CH2:52]3)=[N:38][N:37]2[CH:68]=1. (4) Given the reactants [CH3:1][C:2]1[CH:7]=[CH:6][C:5]([C:8]2[O:12][N:11]=[CH:10][C:9]=2[C:13](Cl)=[O:14])=[CH:4][CH:3]=1.[CH3:16][O:17][C:18]1[CH:23]=[CH:22][CH:21]=[CH:20][C:19]=1[CH:24]1[CH2:29][CH2:28][NH:27][CH2:26][CH2:25]1, predict the reaction product. The product is: [CH3:16][O:17][C:18]1[CH:23]=[CH:22][CH:21]=[CH:20][C:19]=1[CH:24]1[CH2:29][CH2:28][N:27]([C:13]([C:9]2[CH:10]=[N:11][O:12][C:8]=2[C:5]2[CH:6]=[CH:7][C:2]([CH3:1])=[CH:3][CH:4]=2)=[O:14])[CH2:26][CH2:25]1. (5) The product is: [Br:34][CH2:35][CH2:36][O:28][C:24]1[CH:23]=[C:22]2[C:27]([C:18]([NH:17][C:12]3[CH:11]=[C:10]([NH:9][C:7](=[O:8])[C:6]4[CH:29]=[CH:30][CH:31]=[C:4]([C:3]([C:1]#[N:2])([CH3:33])[CH3:32])[CH:5]=4)[CH:15]=[CH:14][C:13]=3[CH3:16])=[N:19][CH:20]=[N:21]2)=[CH:26][CH:25]=1. Given the reactants [C:1]([C:3]([CH3:33])([CH3:32])[C:4]1[CH:5]=[C:6]([CH:29]=[CH:30][CH:31]=1)[C:7]([NH:9][C:10]1[CH:15]=[CH:14][C:13]([CH3:16])=[C:12]([NH:17][C:18]2[C:27]3[C:22](=[CH:23][C:24]([OH:28])=[CH:25][CH:26]=3)[N:21]=[CH:20][N:19]=2)[CH:11]=1)=[O:8])#[N:2].[Br:34][CH2:35][CH2:36]Br.C([O-])([O-])=O.[K+].[K+], predict the reaction product.